From a dataset of Forward reaction prediction with 1.9M reactions from USPTO patents (1976-2016). Predict the product of the given reaction. (1) Given the reactants [CH3:1][O:2][C:3]([C:5]1[CH:10]=[CH:9][CH:8]=[CH:7][C:6]=1[NH:11][C:12]1[N:16]([C:17]2[CH:22]=[CH:21][CH:20]=[CH:19][C:18]=2[CH3:23])[N:15]=[C:14]([CH3:24])[CH:13]=1)=[O:4].[Br:25]N1C(C)(C)C(=O)N(Br)C1=O, predict the reaction product. The product is: [CH3:1][O:2][C:3]([C:5]1[CH:10]=[CH:9][CH:8]=[CH:7][C:6]=1[NH:11][C:12]1[N:16]([C:17]2[CH:22]=[CH:21][CH:20]=[CH:19][C:18]=2[CH3:23])[N:15]=[C:14]([CH3:24])[C:13]=1[Br:25])=[O:4]. (2) Given the reactants [Br:1][C:2]1[CH:3]=[C:4]([C:9]2[CH:14]=[CH:13][CH:12]=[CH:11][CH:10]=2)[CH:5]=[C:6](Br)[CH:7]=1.BrC1C=C([I:23])C=C(Br)C=1.C1(B(O)O)C=CC=CC=1.C([Li])CCC.ICCI.S([O-])(O)=O.[Na+], predict the reaction product. The product is: [Br:1][C:2]1[CH:3]=[C:4]([C:9]2[CH:14]=[CH:13][CH:12]=[CH:11][CH:10]=2)[CH:5]=[C:6]([I:23])[CH:7]=1.